This data is from Full USPTO retrosynthesis dataset with 1.9M reactions from patents (1976-2016). The task is: Predict the reactants needed to synthesize the given product. (1) Given the product [OH:8]/[N:9]=[C:10]1\[CH2:11][CH2:12][C:13]2[C:18]\1=[CH:17][CH:16]=[C:15]([NH:19][C:20]1[C:28]3[C:23](=[CH:24][N:25]=[CH:26][CH:27]=3)[S:22][C:21]=1[C:29]([O:31][CH:32]([CH3:34])[CH3:33])=[O:30])[CH:14]=2, predict the reactants needed to synthesize it. The reactants are: [Si]([O:8][N:9]=[C:10]1[C:18]2[C:13](=[CH:14][C:15]([NH:19][C:20]3[C:28]4[C:23](=[CH:24][N:25]=[CH:26][CH:27]=4)[S:22][C:21]=3[C:29]([O:31][CH:32]([CH3:34])[CH3:33])=[O:30])=[CH:16][CH:17]=2)[CH2:12][CH2:11]1)(C(C)(C)C)(C)C.CCCC[N+](CCCC)(CCCC)CCCC.[F-]. (2) Given the product [CH2:9]([O:12][C:13](=[O:14])[NH:15][C:16]1[C:17]([C:23]([NH:8][C:6]2[CH:5]=[CH:4][CH:3]=[C:2]([CH3:1])[N:7]=2)=[O:24])=[N:18][C:19]([CH3:22])=[CH:20][CH:21]=1)[CH:10]=[CH2:11], predict the reactants needed to synthesize it. The reactants are: [CH3:1][C:2]1[N:7]=[C:6]([NH2:8])[CH:5]=[CH:4][CH:3]=1.[CH2:9]([O:12][C:13]([NH:15][C:16]1[C:17]([C:23](O)=[O:24])=[N:18][C:19]([CH3:22])=[CH:20][CH:21]=1)=[O:14])[CH:10]=[CH2:11].